From a dataset of Forward reaction prediction with 1.9M reactions from USPTO patents (1976-2016). Predict the product of the given reaction. (1) Given the reactants [F:1][C:2]1[C:7]([CH3:8])=[CH:6][C:5]([NH:9][CH:10]2[CH2:15][CH2:14][N:13]([C@H:16]3[CH2:21][CH2:20][C@@H:19]([O:22][CH2:23][CH2:24][CH3:25])[CH2:18][CH2:17]3)[CH2:12][CH2:11]2)=[C:4]([N+:26]([O-])=O)[CH:3]=1.O.NN, predict the reaction product. The product is: [F:1][C:2]1[CH:3]=[C:4]([NH2:26])[C:5]([NH:9][CH:10]2[CH2:15][CH2:14][N:13]([C@H:16]3[CH2:21][CH2:20][C@@H:19]([O:22][CH2:23][CH2:24][CH3:25])[CH2:18][CH2:17]3)[CH2:12][CH2:11]2)=[CH:6][C:7]=1[CH3:8]. (2) Given the reactants [CH3:1][C@@H:2]1[CH2:7][N:6]([CH2:8][C:9]2[CH:14]=[CH:13][C:12]([N:15]3[CH2:20][CH2:19][O:18][CH2:17][CH2:16]3)=[CH:11][C:10]=2[C:21]([F:24])([F:23])[F:22])[CH2:5][CH2:4][N:3]1C(OC(C)(C)C)=O.FC(F)(F)C(O)=O, predict the reaction product. The product is: [CH3:1][C@H:2]1[NH:3][CH2:4][CH2:5][N:6]([CH2:8][C:9]2[CH:14]=[CH:13][C:12]([N:15]3[CH2:20][CH2:19][O:18][CH2:17][CH2:16]3)=[CH:11][C:10]=2[C:21]([F:24])([F:22])[F:23])[CH2:7]1. (3) Given the reactants [C:1]([C:3]1[CH:8]=[CH:7][CH:6]=[CH:5][C:4]=1[NH:9][C:10]1[N:32]=[C:13]2[CH:14]=[CH:15][C:16]([C:18]3[CH:23]=[CH:22][C:21]([NH:24]C(=O)OC(C)(C)C)=[CH:20][CH:19]=3)=[CH:17][N:12]2[N:11]=1)#[N:2].COC1C=CC=C(OC)C=1.B(F)(F)F.C(=O)([O-])[O-].[K+].[K+], predict the reaction product. The product is: [NH2:24][C:21]1[CH:20]=[CH:19][C:18]([C:16]2[CH:15]=[CH:14][C:13]3[N:12]([N:11]=[C:10]([NH:9][C:4]4[CH:5]=[CH:6][CH:7]=[CH:8][C:3]=4[C:1]#[N:2])[N:32]=3)[CH:17]=2)=[CH:23][CH:22]=1.